The task is: Predict the reaction yield, written as a fraction of the theoretical maximum amount of product (1.0 means a 100% yield; for example, 0.34 means a 34% yield).. This data is from Reaction yield outcomes from USPTO patents with 853,638 reactions. The reactants are Cl.[CH3:2][CH:3]([CH3:7])[C:4](=[NH:6])[NH2:5].C[O-].[Na+].[C:11]([C:13]1[CH:18]=[CH:17][CH:16]=[CH:15][C:14]=1[C:19]1[CH:24]=[CH:23][C:22]([CH2:25][CH:26]([C:31](=O)[CH2:32][CH2:33][CH2:34][CH3:35])[C:27](OC)=[O:28])=[CH:21][CH:20]=1)#[N:12]. The catalyst is CO.O1CCOCC1. The product is [CH2:32]([C:31]1[N:6]=[C:4]([CH:3]([CH3:7])[CH3:2])[NH:5][C:27](=[O:28])[C:26]=1[CH2:25][C:22]1[CH:21]=[CH:20][C:19]([C:14]2[C:13]([C:11]#[N:12])=[CH:18][CH:17]=[CH:16][CH:15]=2)=[CH:24][CH:23]=1)[CH2:33][CH2:34][CH3:35]. The yield is 0.620.